This data is from Catalyst prediction with 721,799 reactions and 888 catalyst types from USPTO. The task is: Predict which catalyst facilitates the given reaction. (1) Reactant: C([O:5][C:6](=[O:46])[C:7]([O:10]/[N:11]=[C:12](/[C:33]1[N:34]=[C:35]([NH:38]C(OC(C)(C)C)=O)[S:36][CH:37]=1)\[C:13]([NH:15][C@@H:16]1[C:19](=[O:20])[N:18]([S:21]([OH:24])(=[O:23])=[O:22])[C@@H:17]1[CH2:25][N:26]1[CH:30]=[C:29]([CH2:31][OH:32])[N:28]=[N:27]1)=[O:14])([CH3:9])[CH3:8])(C)(C)C.C(O)(C(F)(F)F)=O. Product: [NH2:38][C:35]1[S:36][CH:37]=[C:33](/[C:12](=[N:11]/[O:10][C:7]([CH3:9])([CH3:8])[C:6]([OH:46])=[O:5])/[C:13]([NH:15][C@@H:16]2[C:19](=[O:20])[N:18]([S:21]([OH:24])(=[O:22])=[O:23])[C@@H:17]2[CH2:25][N:26]2[CH:30]=[C:29]([CH2:31][OH:32])[N:28]=[N:27]2)=[O:14])[N:34]=1. The catalyst class is: 2. (2) Reactant: [NH2:1][C:2]1[CH:7]=[CH:6][CH:5]=[CH:4][CH:3]=1.C[Al](C)C.C([NH:15][C:16]1[C:21]([C:22](OCC)=[O:23])=[CH:20][N:19]=[CH:18][N:17]=1)(=O)C. Product: [NH2:15][C:16]1[C:21]([C:22]([NH:1][C:2]2[CH:7]=[CH:6][CH:5]=[CH:4][CH:3]=2)=[O:23])=[CH:20][N:19]=[CH:18][N:17]=1. The catalyst class is: 2.